From a dataset of Forward reaction prediction with 1.9M reactions from USPTO patents (1976-2016). Predict the product of the given reaction. (1) Given the reactants C[O:2][C:3](=O)[CH2:4][N:5]1[CH2:10][CH2:9][O:8][CH2:7][CH2:6]1.O.[NH2:13][NH2:14], predict the reaction product. The product is: [N:5]1([CH2:4][C:3]([NH:13][NH2:14])=[O:2])[CH2:10][CH2:9][O:8][CH2:7][CH2:6]1. (2) Given the reactants [CH3:1][CH2:2][CH2:3][N:4]([C@@H:12]1[CH2:17][C:16]2[CH:18]=[CH:19][CH:20]=[C:21]([OH:22])[C:15]=2[CH2:14][CH2:13]1)[CH2:5][CH2:6][C:7]1[S:11][CH:10]=[CH:9][CH:8]=1.Cl.[CH3:24][C:25]([O:28][C:29]([NH:31][CH2:32][C:33]([OH:35])=[O:34])=[O:30])([CH3:27])[CH3:26].C1CCC(N=C=NC2CCCCC2)CC1.Cl, predict the reaction product. The product is: [NH2:31][CH2:32][C:33]([OH:35])=[O:34].[CH3:1][CH2:2][CH2:3][N:4]([C@@H:12]1[CH2:17][C:16]2[CH:18]=[CH:19][CH:20]=[C:21]([OH:22])[C:15]=2[CH2:14][CH2:13]1)[CH2:5][CH2:6][C:7]1[S:11][CH:10]=[CH:9][CH:8]=1.[NH:31]([C:29]([O:28][C:25]([CH3:27])([CH3:26])[CH3:24])=[O:30])[CH2:32][C:33]([OH:35])=[O:34].[CH3:1][CH2:2][CH2:3][N:4]([C@@H:12]1[CH2:17][C:16]2[CH:18]=[CH:19][CH:20]=[C:21]([OH:22])[C:15]=2[CH2:14][CH2:13]1)[CH2:5][CH2:6][C:7]1[S:11][CH:10]=[CH:9][CH:8]=1. (3) The product is: [Si:1]([O:18][CH2:19][C:20]1[C:25]([N:26]2[CH2:31][C@H:30]([CH3:32])[O:29][C@H:28]([CH3:33])[CH2:27]2)=[C:24]([F:34])[C:23]([F:35])=[C:22]([CH:42]([C:41]2[S:40][CH:39]=[N:38][C:37]=2[CH3:36])[OH:43])[CH:21]=1)([C:14]([CH3:16])([CH3:17])[CH3:15])([C:2]1[CH:7]=[CH:6][CH:5]=[CH:4][CH:3]=1)[C:8]1[CH:13]=[CH:12][CH:11]=[CH:10][CH:9]=1. Given the reactants [Si:1]([O:18][CH2:19][C:20]1[C:25]([N:26]2[CH2:31][C@H:30]([CH3:32])[O:29][C@H:28]([CH3:33])[CH2:27]2)=[C:24]([F:34])[C:23]([F:35])=[CH:22][CH:21]=1)([C:14]([CH3:17])([CH3:16])[CH3:15])([C:8]1[CH:13]=[CH:12][CH:11]=[CH:10][CH:9]=1)[C:2]1[CH:7]=[CH:6][CH:5]=[CH:4][CH:3]=1.[CH3:36][C:37]1[N:38]=[CH:39][S:40][C:41]=1[CH:42]=[O:43].C([Li])(CC)C, predict the reaction product. (4) Given the reactants [CH:1]1([N:4]([C@@H:12]2[CH2:17][CH2:16][NH:15][CH2:14][C@@H:13]2[F:18])C(=O)OC(C)(C)C)[CH2:3][CH2:2]1.Cl[C:20]1[N:25]=[CH:24][C:23]([C:26]([F:29])([F:28])[F:27])=[CH:22][N:21]=1, predict the reaction product. The product is: [CH:1]1([NH:4][C@@H:12]2[CH2:17][CH2:16][N:15]([C:20]3[N:25]=[CH:24][C:23]([C:26]([F:29])([F:28])[F:27])=[CH:22][N:21]=3)[CH2:14][C@@H:13]2[F:18])[CH2:2][CH2:3]1.